This data is from Peptide-MHC class I binding affinity with 185,985 pairs from IEDB/IMGT. The task is: Regression. Given a peptide amino acid sequence and an MHC pseudo amino acid sequence, predict their binding affinity value. This is MHC class I binding data. (1) The peptide sequence is LLDYQGMLPV. The MHC is HLA-A02:01 with pseudo-sequence HLA-A02:01. The binding affinity (normalized) is 0.775. (2) The peptide sequence is LANPTADDF. The MHC is HLA-B35:01 with pseudo-sequence HLA-B35:01. The binding affinity (normalized) is 0.797.